Predict the reaction yield, written as a fraction of the theoretical maximum amount of product (1.0 means a 100% yield; for example, 0.34 means a 34% yield). From a dataset of Reaction yield outcomes from USPTO patents with 853,638 reactions. (1) The reactants are [NH2:1][C:2]1[CH:7]=[C:6]([C:8]2[C:9]([C:21]3[CH:26]=[CH:25][C:24]([F:27])=[CH:23][CH:22]=3)=[N:10][N:11]([C:13]3[CH:18]=[C:17]([CH3:19])[C:16](=[O:20])[NH:15][N:14]=3)[CH:12]=2)[CH:5]=[CH:4][N:3]=1.NC1C=C(C2C(C3C=CC=CC=3)=NN(C3C=CC(=O)NN=3)C=2)C=CN=1. No catalyst specified. The product is [NH2:1][C:2]1[CH:7]=[C:6]([C:8]2[C:9]([C:21]3[CH:22]=[CH:23][C:24]([F:27])=[CH:25][CH:26]=3)=[N:10][N:11]([C:13]3[CH2:18][CH:17]([CH3:19])[C:16](=[O:20])[NH:15][N:14]=3)[CH:12]=2)[CH:5]=[CH:4][N:3]=1. The yield is 0.510. (2) The reactants are [CH2:1]1[C:10]2[C:5](=[CH:6][CH:7]=[CH:8][CH:9]=2)[CH2:4][CH2:3][N:2]1[C:11](=[O:23])[C:12]([NH:15]C(=O)OC(C)(C)C)([CH3:14])[CH3:13]. The catalyst is C(O)(C(F)(F)F)=O.C(Cl)Cl. The product is [NH2:15][C:12]([CH3:14])([CH3:13])[C:11]([N:2]1[CH2:3][CH2:4][C:5]2[C:10](=[CH:9][CH:8]=[CH:7][CH:6]=2)[CH2:1]1)=[O:23]. The yield is 0.770.